From a dataset of Catalyst prediction with 721,799 reactions and 888 catalyst types from USPTO. Predict which catalyst facilitates the given reaction. (1) Reactant: [F:1][C:2]1[CH:10]=[C:9]2[C:5]([C:6]([CH:12]=O)=[CH:7][N:8]2[CH3:11])=[CH:4][C:3]=1[C:14]([F:17])([F:16])[F:15].[CH2:18]([CH2:20][NH2:21])[OH:19].[BH4-].[Na+].ClCCl.CO. Product: [F:1][C:2]1[CH:10]=[C:9]2[C:5]([C:6]([CH2:12][NH:21][CH2:20][CH2:18][OH:19])=[CH:7][N:8]2[CH3:11])=[CH:4][C:3]=1[C:14]([F:17])([F:16])[F:15]. The catalyst class is: 40. (2) Product: [CH3:23][N:19]1[C:20]2[C:15](=[CH:14][C:13]([O:12][CH2:11][CH2:10][NH:9][CH2:7][C:3]3[CH:2]=[N:1][CH:6]=[CH:5][CH:4]=3)=[CH:22][CH:21]=2)[CH:16]=[CH:17][C:18]1=[O:24]. Reactant: [N:1]1[CH:6]=[CH:5][CH:4]=[C:3]([CH:7]=O)[CH:2]=1.[NH2:9][CH2:10][CH2:11][O:12][C:13]1[CH:14]=[C:15]2[C:20](=[CH:21][CH:22]=1)[N:19]([CH3:23])[C:18](=[O:24])[CH:17]=[CH:16]2.[BH4-].[Na+]. The catalyst class is: 24.